This data is from Forward reaction prediction with 1.9M reactions from USPTO patents (1976-2016). The task is: Predict the product of the given reaction. (1) Given the reactants [Cl:1][C:2]1[CH:3]=[C:4]([CH:14]([CH3:16])[CH3:15])[C:5]2[O:9][CH:8]([CH2:10][NH2:11])[CH2:7][C:6]=2[C:12]=1[CH3:13].C(N(C(C)C)CC)(C)C.Cl[C:27]([O:29][CH2:30][C:31]1[CH:36]=[CH:35][CH:34]=[CH:33][CH:32]=1)=[O:28].C1(C2C3OC(CNC(=O)OCC4C=CC=CC=4)CC=3C=CC=2)CCCC1, predict the reaction product. The product is: [Cl:1][C:2]1[CH:3]=[C:4]([CH:14]([CH3:16])[CH3:15])[C:5]2[O:9][CH:8]([CH2:10][NH:11][C:27](=[O:28])[O:29][CH2:30][C:31]3[CH:36]=[CH:35][CH:34]=[CH:33][CH:32]=3)[CH2:7][C:6]=2[C:12]=1[CH3:13]. (2) Given the reactants C(OP([CH2:9][C:10]1[CH:15]=[CH:14][C:13]([F:16])=[CH:12][CH:11]=1)(=O)OCC)C.C[Si]([N-][Si](C)(C)C)(C)C.[K+].[CH3:27][C:28]([O:31][C:32]([N:34]1[CH2:39][CH2:38][C:37](=O)[CH2:36][CH2:35]1)=[O:33])([CH3:30])[CH3:29], predict the reaction product. The product is: [CH3:30][C:28]([O:31][C:32]([N:34]1[CH2:39][CH2:38][C:37](=[CH:9][C:10]2[CH:11]=[CH:12][C:13]([F:16])=[CH:14][CH:15]=2)[CH2:36][CH2:35]1)=[O:33])([CH3:27])[CH3:29]. (3) Given the reactants Cl[CH2:2][CH2:3][O:4][C:5]1[C:13]2[C:8](=[N:9][CH:10]=[N:11][C:12]=2[NH:14][C:15]2[CH:20]=[CH:19][C:18]([O:21][CH2:22][C:23]3[CH:28]=[CH:27][CH:26]=[C:25]([F:29])[CH:24]=3)=[C:17]([Cl:30])[CH:16]=2)[NH:7][N:6]=1.[CH3:31][N:32]1[CH2:37][CH2:36][NH:35][CH2:34][CH2:33]1, predict the reaction product. The product is: [Cl:30][C:17]1[CH:16]=[C:15]([NH:14][C:12]2[N:11]=[CH:10][N:9]=[C:8]3[NH:7][N:6]=[C:5]([O:4][CH2:3][CH2:2][N:35]4[CH2:36][CH2:37][N:32]([CH3:31])[CH2:33][CH2:34]4)[C:13]=23)[CH:20]=[CH:19][C:18]=1[O:21][CH2:22][C:23]1[CH:28]=[CH:27][CH:26]=[C:25]([F:29])[CH:24]=1. (4) Given the reactants [CH2:1]([O:3][C:4](=[O:7])[CH2:5]Cl)[CH3:2].C(=O)([O-])[O-].[K+].[K+].[CH3:14][C:15]1([CH3:20])[CH2:19][CH2:18][CH2:17][NH:16]1, predict the reaction product. The product is: [CH2:1]([O:3][C:4](=[O:7])[CH2:5][N:16]1[CH2:17][CH2:18][CH2:19][C:15]1([CH3:20])[CH3:14])[CH3:2].